Dataset: Catalyst prediction with 721,799 reactions and 888 catalyst types from USPTO. Task: Predict which catalyst facilitates the given reaction. (1) Reactant: [Cl:1][C:2]1[CH:10]=[CH:9][CH:8]=[C:7]2[C:3]=1[C:4]([C:15]([OH:17])=O)=[CH:5][N:6]2[CH:11]1[CH2:14][O:13][CH2:12]1.[CH:18]1([CH2:24][NH2:25])[CH2:23][CH2:22][CH2:21][CH2:20][CH2:19]1.C(Cl)CCl.N1(O)C2C=CC=CC=2N=N1.C(N(C(C)C)C(C)C)C. Product: [Cl:1][C:2]1[CH:10]=[CH:9][CH:8]=[C:7]2[C:3]=1[C:4]([C:15]([NH:25][CH2:24][CH:18]1[CH2:23][CH2:22][CH2:21][CH2:20][CH2:19]1)=[O:17])=[CH:5][N:6]2[CH:11]1[CH2:12][O:13][CH2:14]1. The catalyst class is: 2. (2) Reactant: [H-].[Li+].[Al+3].[H-].[H-].[H-].[CH2:7]([N:14]1[CH2:19][C:18](=O)[NH:17][C:16]([CH3:22])([CH3:21])[C:15]1=O)[C:8]1[CH:13]=[CH:12][CH:11]=[CH:10][CH:9]=1.O.[OH-].[Na+]. Product: [CH2:7]([N:14]1[CH2:19][CH2:18][NH:17][C:16]([CH3:22])([CH3:21])[CH2:15]1)[C:8]1[CH:9]=[CH:10][CH:11]=[CH:12][CH:13]=1. The catalyst class is: 7. (3) Product: [OH:1][C:2]1[CH:19]=[C:18]2[C:5]([C@@:6]3([CH3:25])[C@H:15]([CH2:16][S:17]2(=[O:21])=[O:20])[C@:14]2([CH3:22])[C@H:9]([C:10]([CH3:23])([CH3:24])[CH2:11][CH2:12][CH2:13]2)[CH2:8][CH2:7]3)=[C:4]([C:26]([NH:37][O:36][CH3:32])=[O:28])[CH:3]=1. The catalyst class is: 118. Reactant: [OH:1][C:2]1[CH:19]=[C:18]2[C:5]([C@@:6]3([CH3:25])[C@H:15]([CH2:16][S:17]2(=[O:21])=[O:20])[C@:14]2([CH3:22])[C@H:9]([C:10]([CH3:24])([CH3:23])[CH2:11][CH2:12][CH2:13]2)[CH2:8][CH2:7]3)=[C:4]([C:26]([OH:28])=O)[CH:3]=1.CN([C:32]([O:36][N:37]1N=NC2C=CC=NC1=2)=[N+](C)C)C.F[P-](F)(F)(F)(F)F.CN1CCOCC1.Cl.CON. (4) Reactant: [Na].[Cl:2][C:3]1[CH:8]=[CH:7][CH:6]=[CH:5][C:4]=1[SH:9].[CH3:10]I.O. Product: [CH3:10][S:9][C:4]1[CH:5]=[CH:6][CH:7]=[CH:8][C:3]=1[Cl:2]. The catalyst class is: 5. (5) Reactant: C(N(CC)C(C)C)(C)C.[C:10]([N:17]1[CH2:24][CH2:23][CH2:22][C@H:18]1[C:19]([OH:21])=O)([O:12][C:13]([CH3:16])([CH3:15])[CH3:14])=[O:11].CN(C(ON1N=NC2C=CC=NC1=2)=[N+](C)C)C.F[P-](F)(F)(F)(F)F.Cl.[NH2:50][CH2:51][C:52]([C:54]1[CH:59]=[CH:58][C:57]([Br:60])=[CH:56][CH:55]=1)=[O:53]. Product: [Br:60][C:57]1[CH:56]=[CH:55][C:54]([C:52](=[O:53])[CH2:51][NH:50][C:19]([C@@H:18]2[CH2:22][CH2:23][CH2:24][N:17]2[C:10]([O:12][C:13]([CH3:14])([CH3:15])[CH3:16])=[O:11])=[O:21])=[CH:59][CH:58]=1. The catalyst class is: 3.